From a dataset of Full USPTO retrosynthesis dataset with 1.9M reactions from patents (1976-2016). Predict the reactants needed to synthesize the given product. (1) Given the product [CH3:28][C:26]1[N:1]=[C:2]2[S:6][C:5]3[CH2:7][CH2:8][CH2:9][CH2:10][C:4]=3[C:3]2=[C:11]([C:13]2[C:21]3[C:16](=[CH:17][CH:18]=[CH:19][CH:20]=3)[NH:15][C:14]=2[CH3:22])[C:25]=1[CH2:24][C:23]([O:30][CH3:31])=[O:29], predict the reactants needed to synthesize it. The reactants are: [NH2:1][C:2]1[S:6][C:5]2[CH2:7][CH2:8][CH2:9][CH2:10][C:4]=2[C:3]=1[C:11]([C:13]1[C:21]2[C:16](=[CH:17][CH:18]=[CH:19][CH:20]=2)[NH:15][C:14]=1[CH3:22])=O.[C:23]([O:30][CH3:31])(=[O:29])[CH2:24][CH2:25][C:26]([CH3:28])=O.Cl[Si](C)(C)C. (2) Given the product [N:1]1([CH2:8][CH2:9][O:10][C:11]2[CH:38]=[CH:37][C:14]([C:15]([C:17]3[C:26]4[C:21](=[CH:22][C:23]([O:27][CH3:28])=[CH:24][CH:25]=4)[CH:20]=[CH:19][C:18]=3[C:41]3[C:40]([F:39])=[CH:45][C:44]([F:46])=[CH:43][C:42]=3[F:47])=[O:16])=[CH:13][CH:12]=2)[CH2:2][CH2:3][CH2:4][CH2:5][CH2:6][CH2:7]1, predict the reactants needed to synthesize it. The reactants are: [N:1]1([CH2:8][CH2:9][O:10][C:11]2[CH:38]=[CH:37][C:14]([C:15]([C:17]3[C:26]4[C:21](=[CH:22][C:23]([O:27][CH3:28])=[CH:24][CH:25]=4)[CH:20]=[CH:19][C:18]=3OS(C(F)(F)F)(=O)=O)=[O:16])=[CH:13][CH:12]=2)[CH2:7][CH2:6][CH2:5][CH2:4][CH2:3][CH2:2]1.[F:39][C:40]1[CH:45]=[C:44]([F:46])[CH:43]=[C:42]([F:47])[C:41]=1B(O)O.P([O-])([O-])([O-])=O.[K+].[K+].[K+].CO. (3) Given the product [C:1]1([C:7]2[O:11][N:10]=[C:9]([CH2:12][NH2:13])[CH:8]=2)[CH:2]=[CH:3][CH:4]=[CH:5][CH:6]=1, predict the reactants needed to synthesize it. The reactants are: [C:1]1([C:7]2[O:11][N:10]=[C:9]([CH2:12][N:13]3C(=O)C4C(=CC=CC=4)C3=O)[CH:8]=2)[CH:6]=[CH:5][CH:4]=[CH:3][CH:2]=1.O.NN.